From a dataset of Full USPTO retrosynthesis dataset with 1.9M reactions from patents (1976-2016). Predict the reactants needed to synthesize the given product. Given the product [C:26]([O:30][C:31]([N:33]1[CH:34]2[CH2:40][CH2:39][CH:38]1[CH2:37][N:36]([C:41]([C:43]1[CH:44]=[N:45][C:46]([NH:49][C:10]3[N:11]=[CH:12][C:7]4[CH:6]=[C:5]([C:3](=[O:4])[N:2]([CH3:25])[CH3:1])[N:14]([C:15]5[CH:20]=[CH:19][CH:18]=[C:17]([C:21]([CH3:24])([CH3:23])[CH3:22])[CH:16]=5)[C:8]=4[N:9]=3)=[CH:47][CH:48]=1)=[O:42])[CH2:35]2)=[O:32])([CH3:29])([CH3:27])[CH3:28], predict the reactants needed to synthesize it. The reactants are: [CH3:1][N:2]([CH3:25])[C:3]([C:5]1[N:14]([C:15]2[CH:20]=[CH:19][CH:18]=[C:17]([C:21]([CH3:24])([CH3:23])[CH3:22])[CH:16]=2)[C:8]2[N:9]=[C:10](Cl)[N:11]=[CH:12][C:7]=2[CH:6]=1)=[O:4].[C:26]([O:30][C:31]([N:33]1[CH:38]2[CH2:39][CH2:40][CH:34]1[CH2:35][N:36]([C:41]([C:43]1[CH:44]=[N:45][C:46]([NH2:49])=[CH:47][CH:48]=1)=[O:42])[CH2:37]2)=[O:32])([CH3:29])([CH3:28])[CH3:27].